Task: Predict the reaction yield, written as a fraction of the theoretical maximum amount of product (1.0 means a 100% yield; for example, 0.34 means a 34% yield).. Dataset: Reaction yield outcomes from USPTO patents with 853,638 reactions (1) The reactants are [Cl:1][C:2]1[N:7]=[C:6]([C:8]#[N:9])[C:5]([N+:10]([O-])=O)=[CH:4][CH:3]=1.[NH4+].[OH-].[O-:15]S(S([O-])=O)=O.[Na+].[Na+]. The catalyst is O. The product is [NH2:10][C:5]1[C:6]([C:8]([NH2:9])=[O:15])=[N:7][C:2]([Cl:1])=[CH:3][CH:4]=1. The yield is 0.810. (2) The reactants are FC(F)(F)C(O)=O.[OH:8][CH:9]1[CH2:13][CH2:12][N:11]([C:14]2[CH:15]=[C:16]([C:24]([O:26][CH3:27])=[O:25])[CH:17]=[C:18]([CH:23]=2)[C:19]([O:21][CH3:22])=[O:20])[CH2:10]1.N1C=CC=CC=1.CS(C)=O.C1(N=C=NC2CCCCC2)CCCCC1. The catalyst is C1C=CC=CC=1.CCOCC.O. The product is [O:8]=[C:9]1[CH2:13][CH2:12][N:11]([C:14]2[CH:23]=[C:18]([C:19]([O:21][CH3:22])=[O:20])[CH:17]=[C:16]([CH:15]=2)[C:24]([O:26][CH3:27])=[O:25])[CH2:10]1. The yield is 0.460. (3) The reactants are [NH:1]1[CH:5]=[CH:4][N:3]=[N:2]1.CN(C=O)C.[H-].[Na+].I[CH2:14][CH2:15][CH2:16][C:17]#[CH:18]. The catalyst is O. The product is [CH2:18]([N:1]1[CH:5]=[CH:4][N:3]=[N:2]1)[CH2:17][CH2:16][C:15]#[CH:14]. The yield is 0.930. (4) The reactants are [Na].[CH2:2]([O:4][C:5](=[O:9])[CH2:6][C:7]#[N:8])[CH3:3].Br.Br[CH2:12][C:13]([C:15]1[CH:20]=[CH:19][N:18]=[CH:17][CH:16]=1)=[O:14].CCN(C(C)C)C(C)C. The catalyst is CCO.C1COCC1. The product is [CH2:2]([O:4][C:5](=[O:9])[CH:6]([C:7]#[N:8])[CH2:12][C:13](=[O:14])[C:15]1[CH:20]=[CH:19][N:18]=[CH:17][CH:16]=1)[CH3:3]. The yield is 0.870. (5) The product is [OH:30][CH2:31][CH2:27][O:17][CH:8]1[CH2:7][N:6]([C:9]([O:11][C:12]([CH3:13])([CH3:14])[CH3:15])=[O:10])[CH2:3]1. The catalyst is CN(C1C=CN=CC=1)C.C(Cl)Cl. The reactants are OC[CH:3]1[CH2:8][CH2:7][N:6]([C:9]([O:11][C:12]([CH3:15])([CH3:14])[CH3:13])=[O:10])CC1.S(Cl)(C1C=CC(C)=CC=1)(=O)=[O:17].[CH2:27]1[CH2:31][O:30]CC1. The yield is 0.760. (6) The reactants are Br[C:2]1[N:7]=[N:6][CH:5]=[C:4]([C:8]2[CH:9]=[C:10]([C:23]3[CH:28]=[CH:27][CH:26]=[CH:25][N:24]=3)[C:11]3[S:15][C:14]([NH:16][C:17]([NH:19][CH2:20][CH3:21])=[O:18])=[N:13][C:12]=3[CH:22]=2)[CH:3]=1.CCN(CC)CC.Cl.[CH3:37][C:38]1([C:44]([O:46][CH2:47][CH3:48])=[O:45])[CH2:43][CH2:42][NH:41][CH2:40][CH2:39]1.O. The product is [CH2:20]([NH:19][C:17](=[O:18])[NH:16][C:14]1[S:15][C:11]2[C:10]([C:23]3[CH:28]=[CH:27][CH:26]=[CH:25][N:24]=3)=[CH:9][C:8]([C:4]3[CH:3]=[C:2]([N:41]4[CH2:42][CH2:43][C:38]([CH3:37])([C:44]([O:46][CH2:47][CH3:48])=[O:45])[CH2:39][CH2:40]4)[N:7]=[N:6][CH:5]=3)=[CH:22][C:12]=2[N:13]=1)[CH3:21]. The yield is 0.470. The catalyst is CN(C=O)C. (7) The reactants are [OH:1][C@H:2]1[CH2:6][N:5]([C:7](=[O:34])[C@@H:8]([NH:13][C:14](=[O:33])[CH2:15][O:16][CH2:17][CH2:18][CH2:19][CH2:20][CH2:21][NH:22][C:23]2[CH:32]=[CH:31][C:26]([C:27]([O:29]C)=[O:28])=[CH:25][CH:24]=2)[C:9]([CH3:12])([CH3:11])[CH3:10])[C@H:4]([C:35](=[O:51])[NH:36][C@H:37]([C:39]2[CH:44]=[CH:43][C:42]([C:45]3[S:49][CH:48]=[N:47][C:46]=3[CH3:50])=[CH:41][CH:40]=2)[CH3:38])[CH2:3]1.[OH-].[Na+]. The catalyst is CO. The product is [OH:1][C@H:2]1[CH2:6][N:5]([C:7](=[O:34])[C@@H:8]([NH:13][C:14](=[O:33])[CH2:15][O:16][CH2:17][CH2:18][CH2:19][CH2:20][CH2:21][NH:22][C:23]2[CH:32]=[CH:31][C:26]([C:27]([OH:29])=[O:28])=[CH:25][CH:24]=2)[C:9]([CH3:10])([CH3:12])[CH3:11])[C@H:4]([C:35](=[O:51])[NH:36][C@H:37]([C:39]2[CH:44]=[CH:43][C:42]([C:45]3[S:49][CH:48]=[N:47][C:46]=3[CH3:50])=[CH:41][CH:40]=2)[CH3:38])[CH2:3]1. The yield is 1.00. (8) The reactants are Cl[C:2]1[N:7]=[C:6]([NH:8][CH:9]2[CH2:14][CH2:13][O:12][CH2:11][CH2:10]2)[C:5]([N+:15]([O-:17])=[O:16])=[C:4]([C:18]2[CH:23]=[CH:22][CH:21]=[CH:20][CH:19]=2)[N:3]=1.C(=O)([O-])[O-].[K+].[K+].[N:30]1[C:34]2[CH:35]=[CH:36][CH:37]=[CH:38][C:33]=2[NH:32][CH:31]=1. The catalyst is C1COCC1.C(OCC)(=O)C. The product is [N:30]1([C:2]2[N:7]=[C:6]([NH:8][CH:9]3[CH2:14][CH2:13][O:12][CH2:11][CH2:10]3)[C:5]([N+:15]([O-:17])=[O:16])=[C:4]([C:18]3[CH:23]=[CH:22][CH:21]=[CH:20][CH:19]=3)[N:3]=2)[C:34]2[CH:35]=[CH:36][CH:37]=[CH:38][C:33]=2[N:32]=[CH:31]1. The yield is 0.380.